The task is: Predict the reaction yield, written as a fraction of the theoretical maximum amount of product (1.0 means a 100% yield; for example, 0.34 means a 34% yield).. This data is from Reaction yield outcomes from USPTO patents with 853,638 reactions. (1) The reactants are [CH3:1][C:2]1[CH:16]=[CH:15][C:5]([C:6]([N:8]2[CH2:13][CH2:12][CH2:11][C@@H:10]([NH2:14])[CH2:9]2)=[O:7])=[CH:4][CH:3]=1.[CH3:17][C:18]1[CH:26]=[CH:25][C:21]([C:22](Cl)=[O:23])=[CH:20][CH:19]=1.[OH-].[Na+]. No catalyst specified. The product is [CH3:1][C:2]1[CH:3]=[CH:4][C:5]([C:6]([N:8]2[CH2:13][CH2:12][CH2:11][C@@H:10]([NH:14][C:22](=[O:23])[C:21]3[CH:25]=[CH:26][C:18]([CH3:17])=[CH:19][CH:20]=3)[CH2:9]2)=[O:7])=[CH:15][CH:16]=1. The yield is 0.590. (2) The reactants are [O:1]1[CH2:5][CH2:4][O:3][CH:2]1[CH2:6][CH2:7][CH2:8][CH2:9][CH2:10][CH2:11][CH2:12][CH2:13][O:14][C:15]1[CH:16]=[C:17]([CH:28]=[C:29]([OH:31])[CH:30]=1)[C:18]([O:20][CH2:21][C:22]1[CH:27]=[CH:26][CH:25]=[CH:24][CH:23]=1)=[O:19].[C:32](=O)([O-])[O-].[K+].[K+].IC. The catalyst is CN(C)C=O.O. The product is [O:1]1[CH2:5][CH2:4][O:3][CH:2]1[CH2:6][CH2:7][CH2:8][CH2:9][CH2:10][CH2:11][CH2:12][CH2:13][O:14][C:15]1[CH:16]=[C:17]([CH:28]=[C:29]([O:31][CH3:32])[CH:30]=1)[C:18]([O:20][CH2:21][C:22]1[CH:27]=[CH:26][CH:25]=[CH:24][CH:23]=1)=[O:19]. The yield is 0.880. (3) The reactants are C(Cl)(=O)C(Cl)=O.[CH3:7][O:8][C:9]([C@H:11]1[CH2:13][C@@H:12]1[C:14]([OH:16])=O)=[O:10].[CH3:17][NH:18][O:19][CH3:20].N1C=CC=CC=1. The catalyst is C(Cl)Cl. The product is [CH3:20][O:19][N:18]([CH3:17])[C:14]([C@H:12]1[CH2:13][C@@H:11]1[C:9]([O:8][CH3:7])=[O:10])=[O:16]. The yield is 0.920. (4) The product is [F:31][C:32]1[CH:37]=[C:36]([F:38])[CH:35]=[CH:34][C:33]=1[C:7]1[C:12]2[O:13][CH:14]([CH2:17][O:18][S:19]([C:22]3[CH:27]=[CH:26][C:25]([CH3:28])=[CH:24][CH:23]=3)(=[O:21])=[O:20])[CH2:15][O:16][C:11]=2[CH:10]=[CH:9][CH:8]=1. The yield is 0.920. No catalyst specified. The reactants are FC(F)(F)S(O[C:7]1[C:12]2[O:13][CH:14]([CH2:17][O:18][S:19]([C:22]3[CH:27]=[CH:26][C:25]([CH3:28])=[CH:24][CH:23]=3)(=[O:21])=[O:20])[CH2:15][O:16][C:11]=2[CH:10]=[CH:9][CH:8]=1)(=O)=O.[F:31][C:32]1[CH:37]=[C:36]([F:38])[CH:35]=[CH:34][C:33]=1B(O)O. (5) The reactants are [CH3:1][S:2]([NH:5][CH2:6][C:7]1[C:15]2[S:14](=[O:17])(=[O:16])[N:13]=[C:12]([CH2:18][C:19]([OH:21])=O)[NH:11][C:10]=2[S:9][CH:8]=1)(=[O:4])=[O:3].F[P-](F)(F)(F)(F)F.N1([O:38][C:39](N(C)C)=[N+](C)C)C2N=CC=CC=2N=N1.CN1CCOCC1.C(OC(=O)[CH2:57][CH:58]([NH:63][CH2:64][C:65]1[CH:70]=[CH:69][C:68]([F:71])=[CH:67][CH:66]=1)[CH2:59][CH:60]([CH3:62])[CH3:61])C.[O-]CC.[Na+].C(O)C. The catalyst is CN(C)C=O. The product is [F:71][C:68]1[CH:67]=[CH:66][C:65]([CH2:64][N:63]2[CH:58]([CH2:59][CH:60]([CH3:61])[CH3:62])[CH2:57][C:19]([OH:21])=[C:18]([C:12]3[NH:11][C:10]4[S:9][CH:8]=[C:7]([CH2:6][NH:5][S:2]([CH3:1])(=[O:3])=[O:4])[C:15]=4[S:14](=[O:16])(=[O:17])[N:13]=3)[C:39]2=[O:38])=[CH:70][CH:69]=1. The yield is 0.230. (6) The reactants are C(OC([N:8]1[CH2:11][CH:10]([C:12]2[CH:13]=[N:14][C:15]([Cl:18])=[CH:16][CH:17]=2)[CH2:9]1)=O)(C)(C)C. The catalyst is C(Cl)Cl. The product is [ClH:18].[ClH:18].[NH:8]1[CH2:11][CH:10]([C:12]2[CH:17]=[CH:16][C:15]([Cl:18])=[N:14][CH:13]=2)[CH2:9]1. The yield is 0.830. (7) The reactants are [OH:1][CH:2]([C:17]1[N:18]=[CH:19][N:20]([C:22]([C:35]2[CH:40]=[CH:39][CH:38]=[CH:37][CH:36]=2)([C:29]2[CH:34]=[CH:33][CH:32]=[CH:31][CH:30]=2)[C:23]2[CH:28]=[CH:27][CH:26]=[CH:25][CH:24]=2)[CH:21]=1)[C:3]1[CH:4]=[C:5]2[C:10](=[CH:11][CH:12]=1)[CH:9]=[C:8]([C:13]([NH:15][CH3:16])=[O:14])[CH:7]=[CH:6]2.CN(C)C(=O)C.[H-].[Na+].Cl. The catalyst is O. The product is [CH3:16][NH:15][C:13]([C:8]1[CH:7]=[CH:6][C:5]2[C:10](=[CH:11][CH:12]=[C:3]([C:2]([C:17]3[N:18]=[CH:19][N:20]([C:22]([C:23]4[CH:28]=[CH:27][CH:26]=[CH:25][CH:24]=4)([C:29]4[CH:30]=[CH:31][CH:32]=[CH:33][CH:34]=4)[C:35]4[CH:40]=[CH:39][CH:38]=[CH:37][CH:36]=4)[CH:21]=3)=[O:1])[CH:4]=2)[CH:9]=1)=[O:14]. The yield is 0.900. (8) The reactants are [Br:1][C:2]1[CH:7]=[CH:6][C:5]([N:8]2[C:12](=[O:13])[NH:11][N:10]=[CH:9]2)=[C:4]([F:14])[CH:3]=1.[OH-].[K+].[CH2:17](Br)[C:18]([CH3:21])([CH3:20])[CH3:19]. The catalyst is CN(C)C=O. The product is [Br:1][C:2]1[CH:7]=[CH:6][C:5]([N:8]2[C:12](=[O:13])[N:11]([CH2:17][C:18]([CH3:21])([CH3:20])[CH3:19])[N:10]=[CH:9]2)=[C:4]([F:14])[CH:3]=1. The yield is 0.990. (9) The reactants are [NH2:1][C:2]1[CH:3]=[N:4][CH:5]=[C:6]([CH:27]=1)[C:7]([NH:9][CH:10]1[CH2:15][CH2:14][N:13]([CH2:16][C:17]2[CH:22]=[CH:21][C:20]([Cl:23])=[C:19]([O:24][CH2:25][CH3:26])[CH:18]=2)[CH2:12][CH2:11]1)=[O:8].[C:28](Cl)(=[O:30])[CH3:29]. No catalyst specified. The product is [C:28]([NH:1][C:2]1[CH:3]=[N:4][CH:5]=[C:6]([CH:27]=1)[C:7]([NH:9][CH:10]1[CH2:15][CH2:14][N:13]([CH2:16][C:17]2[CH:22]=[CH:21][C:20]([Cl:23])=[C:19]([O:24][CH2:25][CH3:26])[CH:18]=2)[CH2:12][CH2:11]1)=[O:8])(=[O:30])[CH3:29]. The yield is 0.260.